This data is from NCI-60 drug combinations with 297,098 pairs across 59 cell lines. The task is: Regression. Given two drug SMILES strings and cell line genomic features, predict the synergy score measuring deviation from expected non-interaction effect. Drug 1: C1=CC(=CC=C1CCCC(=O)O)N(CCCl)CCCl. Drug 2: CCC1(CC2CC(C3=C(CCN(C2)C1)C4=CC=CC=C4N3)(C5=C(C=C6C(=C5)C78CCN9C7C(C=CC9)(C(C(C8N6C=O)(C(=O)OC)O)OC(=O)C)CC)OC)C(=O)OC)O.OS(=O)(=O)O. Cell line: A549. Synergy scores: CSS=31.4, Synergy_ZIP=1.35, Synergy_Bliss=2.22, Synergy_Loewe=-0.503, Synergy_HSA=-0.496.